Dataset: Human liver microsome stability data. Task: Regression/Classification. Given a drug SMILES string, predict its absorption, distribution, metabolism, or excretion properties. Task type varies by dataset: regression for continuous measurements (e.g., permeability, clearance, half-life) or binary classification for categorical outcomes (e.g., BBB penetration, CYP inhibition). Dataset: hlm. (1) The molecule is Nc1nc(N2CCC(N)CC2)c2sc(-c3ccc(C(F)(F)F)cc3)cc2n1. The result is 0 (unstable in human liver microsomes). (2) The compound is CS(=O)(=O)Nc1ccc2c(c1)S(=O)(=O)NC(C1=C(O)[C@@H]3C4CCC(CC4)[C@@H]3N(Cc3cc(Cl)ccc3F)C1=O)=N2. The result is 0 (unstable in human liver microsomes). (3) The compound is Cc1nn(CC(F)(F)F)cc1Nc1ncc(Br)c(NCc2ccc(S(N)(=O)=O)cc2)n1. The result is 0 (unstable in human liver microsomes). (4) The molecule is C[C@@H]1CCCN1CCCOc1ccc(C2=NNC(=O)C(C)(C)C2)cc1. The result is 0 (unstable in human liver microsomes). (5) The drug is FC(F)(F)Oc1ccc(-c2ccc3nnc(C(F)(F)F)n3c2)cc1. The result is 0 (unstable in human liver microsomes).